Dataset: Full USPTO retrosynthesis dataset with 1.9M reactions from patents (1976-2016). Task: Predict the reactants needed to synthesize the given product. (1) Given the product [Br:1][C:2]1[CH:7]=[CH:6][C:5]([CH2:8][Br:17])=[C:4]([Cl:9])[CH:3]=1, predict the reactants needed to synthesize it. The reactants are: [Br:1][C:2]1[CH:7]=[CH:6][C:5]([CH3:8])=[C:4]([Cl:9])[CH:3]=1.C1C(=O)N([Br:17])C(=O)C1. (2) Given the product [K+:31].[CH3:24][N:22]([CH2:21][C:20]1[C:19]2[CH:25]=[CH:26][CH:27]=[CH:28][C:18]=2[O:17][C:16]=1[C:14]([NH:13][CH2:12][CH2:11][O:10][C:7]1[CH:6]=[CH:5][C:4]([C:3]([O-:29])=[O:2])=[CH:9][CH:8]=1)=[O:15])[CH3:23], predict the reactants needed to synthesize it. The reactants are: C[O:2][C:3](=[O:29])[C:4]1[CH:9]=[CH:8][C:7]([O:10][CH2:11][CH2:12][NH:13][C:14]([C:16]2[O:17][C:18]3[CH:28]=[CH:27][CH:26]=[CH:25][C:19]=3[C:20]=2[CH2:21][N:22]([CH3:24])[CH3:23])=[O:15])=[CH:6][CH:5]=1.[OH-].[K+:31].